This data is from HIV replication inhibition screening data with 41,000+ compounds from the AIDS Antiviral Screen. The task is: Binary Classification. Given a drug SMILES string, predict its activity (active/inactive) in a high-throughput screening assay against a specified biological target. (1) The molecule is CCCC(=O)C(CC)C(CCC(=O)N(Cc1ccccc1)Cc1ccccc1)=NNC(=O)C[N+](C)(C)C.[Cl-]. The result is 0 (inactive). (2) The compound is O=C(CCl)N1CCN(C(c2ccccc2)c2ccccc2)CC1. The result is 0 (inactive). (3) The drug is OC12C=CC(CCCC1)O2. The result is 0 (inactive). (4) The drug is Cc1nc(N)nc(CCC(=O)Nc2cccc(C(F)(F)F)c2)c1-c1ccc(Cl)cc1. The result is 0 (inactive). (5) The compound is COc1ccc(-n2cnnc2-c2nsc3ccccc23)cc1. The result is 0 (inactive). (6) The compound is Cc1ccc(C)c(N2C(=O)C(=O)C(c3nc4ccccc4s3)C(=NN)C2=O)c1. The result is 0 (inactive).